Dataset: Experimentally validated miRNA-target interactions with 360,000+ pairs, plus equal number of negative samples. Task: Binary Classification. Given a miRNA mature sequence and a target amino acid sequence, predict their likelihood of interaction. (1) The miRNA is hsa-miR-3923 with sequence AACUAGUAAUGUUGGAUUAGGG. The protein sequence of the target gene is MHREPAKKKAEKRLFDASSFGKDLLAGGVAAAVSKTAVAPIERVKLLLQVQASSKQISPEARYKGMVDCLVRIPREQGFFSFWRGNLANVIRYFPTQALNFAFKDKYKQLFMSGVNKEKQFWRWFLANLASGGAAGATSLCVVYPLDFARTRLGVDIGKGPEERQFKGLGDCIMKIAKSDGIAGLYQGFGVSVQGIIVYRASYFGAYDTVKGLLPKPKKTPFLVSFFIAQVVTTCSGILSYPFDTVRRRMMMQSGEAKRQYKGTLDCFVKIYQHEGISSFFRGAFSNVLRGTGGALVLVL.... Result: 0 (no interaction). (2) The miRNA is hsa-miR-544b with sequence ACCUGAGGUUGUGCAUUUCUAA. The protein sequence of the target gene is MGQTVNEDSMDVKKENQEKTPQSSTSSVQRDDFHWEEYLKETGSISAPSECFRQSQIPPVNDFKVGMKLEARDPRNATSVCIATVIGITGARLRLRLDGSDNRNDFWRLVDSPDIQPVGTCEKEGDLLQPPLGYQMNTSSWPMFLLKTLNGSEMASATLFKKEPPKPPLNNFKVGMKLEAIDKKNPYLICPATIGDVKGDEVHITFDGWSGAFDYWCKYDSRDIFPAGWCRLTGDVLQPPGTSVPIVKNIAKTESSPSEASQHSMQSPQKTTLILPTQQVRRSSRIKPPGPTAVPKRSSS.... Result: 1 (interaction). (3) The miRNA is mmu-miR-546 with sequence AUGGUGGCACGGAGUC. The protein sequence of the target gene is MQPWQCLRRFALAWWERTAEGRARSPREEVGPRDPGGRGEPDPERSSPPMLSADDAEYPREYRTLGGGGGGGSGGRRFSNVGLVHTSERRHTVIAAQSLEALSGLQKADADRKRDAFMDHLKSKYPQHALALRGQQDRMREQVGGWTVDPVCLLSSLCSHLHGDSTPSGAGQPAQQPNYWSFKTRSSRHTQGAQPGLADQAAKLSYASAESLETMSEAELPLGFSRMNRFRQSLPLSRSASQTKLRSPGVLFLQFGEETRRVHITHEVSSLDTLHALIAHMFPQKLTMGMLKSPNTAILI.... Result: 0 (no interaction). (4) The miRNA is mmu-miR-669b-5p with sequence AGUUUUGUGUGCAUGUGCAUGU. The protein sequence of the target gene is MEAEETMECLQEFPEHHKMILDRLNEQREQDRFTDITLIVDGHHFKAHKAVLAACSKFFYKFFQEFTQEPLVEIEGVSKMAFRHLIEFTYTAKLMIQGEEEANDVWKAAEFLQMLEAIKALEVRNKENSAPLEENTTGKNEAKKRKIAETSNVITESLPSAESEPVEIEVEIAEGTIEVEDEGIEALEEMASAKQSIKYIQSTGSSDDSALALLADITSKYRQGESKGQISEDDCASDPISKQVEGIEIVELQLSHVKDLFHCEKCNRSFKLFYHFKEHMKSHSTESFKCEICNKRYLRE.... Result: 1 (interaction).